The task is: Predict the product of the given reaction.. This data is from Forward reaction prediction with 1.9M reactions from USPTO patents (1976-2016). (1) The product is: [Br:1][C:2]1[CH:3]=[C:4]([CH:7]=[CH:8][C:9]=1[O:10][CH:18]([F:23])[F:22])[CH:5]=[O:6]. Given the reactants [Br:1][C:2]1[CH:3]=[C:4]([CH:7]=[CH:8][C:9]=1[OH:10])[CH:5]=[O:6].C(=O)([O-])[O-].[Cs+].[Cs+].Cl[C:18]([F:23])([F:22])C([O-])=O.[Na+], predict the reaction product. (2) The product is: [Cl:1][C:2]1[CH:7]=[CH:6][C:5]([C:8]2[S:16][C:15]3[C:14](=[O:17])[N:13]([CH2:18][C:19]([C:21]4[CH:22]=[C:23]5[C:27](=[CH:28][CH:29]=4)[CH2:26][CH:25]([NH:30][CH3:31])[CH2:24]5)=[O:20])[CH:12]=[N:11][C:10]=3[CH:9]=2)=[CH:4][CH:3]=1. Given the reactants [Cl:1][C:2]1[CH:7]=[CH:6][C:5]([C:8]2[S:16][C:15]3[C:14](=[O:17])[N:13]([CH2:18][C:19]([C:21]4[CH:22]=[C:23]5[C:27](=[CH:28][CH:29]=4)[CH2:26][CH:25]([N:30](C)[C:31](=O)C(F)(F)F)[CH2:24]5)=[O:20])[CH:12]=[N:11][C:10]=3[CH:9]=2)=[CH:4][CH:3]=1.C(=O)([O-])[O-].[K+].[K+].CO.O1CCCC1, predict the reaction product. (3) Given the reactants [S-:1][C:2]#[N:3].[NH4+].Cl.[CH2:6](Cl)[C:7]1[CH:12]=[CH:11][CH:10]=[N:9][CH:8]=1.[CH2:14]([O:19][C:20]1[CH:26]=[CH:25][C:23]([NH2:24])=[CH:22][C:21]=1[C:27]([F:30])([F:29])[F:28])[CH2:15][CH2:16][CH2:17][CH3:18].CC(C)=[O:33], predict the reaction product. The product is: [CH2:14]([O:19][C:20]1[CH:26]=[CH:25][C:23]([NH:24][C:2]([NH:3][C:6]([C:7]2[CH:8]=[N:9][CH:10]=[CH:11][CH:12]=2)=[O:33])=[S:1])=[CH:22][C:21]=1[C:27]([F:28])([F:29])[F:30])[CH2:15][CH2:16][CH2:17][CH3:18]. (4) Given the reactants [Cl-].[Al+3].[Cl-].[Cl-].[C:5](OC(=O)C)(=[O:7])[CH3:6].[Cl:12][CH2:13][C:14]([O:16][C:17]1[CH:25]=[C:24]2[C:20]([CH:21]=[CH:22][N:23]2[C:26](=[O:31])[C:27]([CH3:30])([CH3:29])[CH3:28])=[CH:19][CH:18]=1)=[O:15], predict the reaction product. The product is: [C:5]([C:21]1[C:20]2[C:24](=[CH:25][C:17]([O:16][C:14](=[O:15])[CH2:13][Cl:12])=[CH:18][CH:19]=2)[N:23]([C:26](=[O:31])[C:27]([CH3:28])([CH3:30])[CH3:29])[CH:22]=1)(=[O:7])[CH3:6]. (5) Given the reactants B1C2CCCC1CCC2.[CH2:10]([N:13]1[C:25]2[CH:24]=[CH:23][CH:22]=[CH:21][C:20]=2[C:19]2[C:14]1=[CH:15][CH:16]=[CH:17][CH:18]=2)[CH:11]=[CH2:12].[Br:26][C:27]1[CH:32]=[C:31](Br)[CH:30]=[C:29]([Br:34])[CH:28]=1.C([O-])([O-])=O.[K+].[K+], predict the reaction product. The product is: [CH:24]1[C:25]2[N:13]([CH2:10][CH2:11][CH2:12][C:31]3[CH:32]=[C:27]([Br:26])[CH:28]=[C:29]([Br:34])[CH:30]=3)[C:14]3[C:19](=[CH:18][CH:17]=[CH:16][CH:15]=3)[C:20]=2[CH:21]=[CH:22][CH:23]=1. (6) The product is: [CH3:27][C:3]1[CH:8]=[CH:7][C:6]([C:9]2[C:13]([CH:12]=[O:11])=[CH:14][CH:15]=[CH:16][CH:17]=2)=[CH:5][CH:4]=1. Given the reactants [Mg].Br[C:3]1[CH:8]=[CH:7][C:6]([CH3:9])=[CH:5][CH:4]=1.C[O:11][C:12]1[CH:17]=[CH:16][CH:15]=[CH:14][C:13]=1C=NC1CCCCC1.Cl.[CH2:27]1COCC1, predict the reaction product. (7) Given the reactants BrC1C=CC2SC(NC(=O)C3C=CC(C)=CC=3)=NC=2C=1.[Br:21][C:22]1[C:30]2[S:29][C:28]([NH:31][C:32](=[O:40])[C:33]3[CH:38]=[CH:37][C:36]([CH3:39])=[CH:35][CH:34]=3)=[N:27][C:26]=2[CH:25]=[CH:24][CH:23]=1.Br[CH:42]([CH2:47][CH3:48])[C:43]([O:45][CH3:46])=[O:44].C(=O)([O-])[O-].[K+].[K+], predict the reaction product. The product is: [Br:21][C:22]1[C:30]2[S:29][C:28](=[N:31][C:32](=[O:40])[C:33]3[CH:38]=[CH:37][C:36]([CH3:39])=[CH:35][CH:34]=3)[N:27]([CH:42]([CH2:47][CH3:48])[C:43]([O:45][CH3:46])=[O:44])[C:26]=2[CH:25]=[CH:24][CH:23]=1. (8) Given the reactants [F:1][C:2]([F:7])([F:6])[C:3]([OH:5])=[O:4].[CH2:8]([O:12][C:13]1([C:38]2[CH:43]=[CH:42][CH:41]=[CH:40][C:39]=2[CH3:44])[CH2:16][N:15]([C:17]([CH:19]([NH:30]C(=O)OC(C)(C)C)[CH:20]([OH:29])[C:21]2[CH:26]=[CH:25][C:24]([O:27][CH3:28])=[CH:23][CH:22]=2)=[O:18])[CH2:14]1)[CH2:9][CH2:10][CH3:11], predict the reaction product. The product is: [F:1][C:2]([F:7])([F:6])[C:3]([OH:5])=[O:4].[NH2:30][CH:19]([CH:20]([OH:29])[C:21]1[CH:22]=[CH:23][C:24]([O:27][CH3:28])=[CH:25][CH:26]=1)[C:17]([N:15]1[CH2:16][C:13]([O:12][CH2:8][CH2:9][CH2:10][CH3:11])([C:38]2[CH:43]=[CH:42][CH:41]=[CH:40][C:39]=2[CH3:44])[CH2:14]1)=[O:18].